This data is from Reaction yield outcomes from USPTO patents with 853,638 reactions. The task is: Predict the reaction yield, written as a fraction of the theoretical maximum amount of product (1.0 means a 100% yield; for example, 0.34 means a 34% yield). The yield is 0.780. No catalyst specified. The product is [F:16][C:10]1[C:11]([N+:13]([O-:15])=[O:14])=[CH:12][C:7]([O:4][CH2:3][CH:2]([CH3:5])[CH3:1])=[CH:8][CH:9]=1.[F:17][C:18]1[CH:19]=[CH:20][C:21]([O:25][CH2:26][CH:27]([CH3:29])[CH3:28])=[C:22]([NH:23][C:3]([NH:30][C:31]2[S:32][CH:33]=[CH:34][N:35]=2)=[O:4])[CH:24]=1. The reactants are [CH3:1][CH:2]([CH3:5])[CH2:3][OH:4].F[C:7]1[CH:12]=[C:11]([N+:13]([O-:15])=[O:14])[C:10]([F:16])=[CH:9][CH:8]=1.[F:17][C:18]1[CH:19]=[CH:20][C:21]([O:25][CH2:26][CH:27]([CH3:29])[CH3:28])=[C:22]([CH:24]=1)[NH2:23].[NH2:30][C:31]1[S:32][CH:33]=[CH:34][N:35]=1.